This data is from Full USPTO retrosynthesis dataset with 1.9M reactions from patents (1976-2016). The task is: Predict the reactants needed to synthesize the given product. Given the product [CH3:1][C:2]1[CH:7]=[C:6]([CH3:8])[NH:5][C:4](=[O:9])[C:3]=1[CH2:10][NH:11][C:12]([C:14]1[CH:19]=[C:18]([C:20]2[CH:25]=[CH:24][C:23]([CH2:26][N:27]3[CH2:28][CH2:29][O:30][CH2:31][CH2:32]3)=[CH:22][CH:21]=2)[CH:17]=[C:16]([N:33]([CH3:47])[CH:34]2[CH2:39][CH2:38][NH:37][CH2:36][CH2:35]2)[C:15]=1[CH3:48])=[O:13], predict the reactants needed to synthesize it. The reactants are: [CH3:1][C:2]1[CH:7]=[C:6]([CH3:8])[NH:5][C:4](=[O:9])[C:3]=1[CH2:10][NH:11][C:12]([C:14]1[C:15]([CH3:48])=[C:16]([N:33]([CH3:47])[CH:34]2[CH2:39][CH2:38][N:37](C(OC(C)(C)C)=O)[CH2:36][CH2:35]2)[CH:17]=[C:18]([C:20]2[CH:25]=[CH:24][C:23]([CH2:26][N:27]3[CH2:32][CH2:31][O:30][CH2:29][CH2:28]3)=[CH:22][CH:21]=2)[CH:19]=1)=[O:13].C(O)(C(F)(F)F)=O.